From a dataset of Full USPTO retrosynthesis dataset with 1.9M reactions from patents (1976-2016). Predict the reactants needed to synthesize the given product. (1) Given the product [Cl:15][CH2:16][C:17]([NH:9][NH:8][C:6]([C:5]1[NH:1][N:2]=[CH:3][CH:4]=1)=[O:7])=[O:18], predict the reactants needed to synthesize it. The reactants are: [NH:1]1[C:5]([C:6]([NH:8][NH2:9])=[O:7])=[CH:4][CH:3]=[N:2]1.C(=O)(O)[O-].[Na+].[Cl:15][CH2:16][C:17](Cl)=[O:18]. (2) Given the product [F:26][C:9]1[CH:8]=[C:7]([C:37]2[CH:38]=[C:39]([NH:46][C:47]3[CH:52]=[CH:51][C:50]([N:53]4[CH2:58][CH2:57][N:56]([CH:59]5[CH2:62][O:61][CH2:60]5)[CH2:55][CH2:54]4)=[CH:49][N:48]=3)[C:40]3[N:41]([CH:43]=[CH:44][N:45]=3)[N:42]=2)[C:6]([CH2:5][OH:4])=[C:11]([N:12]2[C:13](=[O:25])[C:14]3[S:20][C:19]4[CH2:21][CH2:22][CH2:23][CH2:24][C:18]=4[C:15]=3[CH2:16][CH2:17]2)[CH:10]=1, predict the reactants needed to synthesize it. The reactants are: C([O:4][CH2:5][C:6]1[C:11]([N:12]2[CH2:17][CH2:16][C:15]3[C:18]4[CH2:24][CH2:23][CH2:22][CH2:21][C:19]=4[S:20][C:14]=3[C:13]2=[O:25])=[CH:10][C:9]([F:26])=[CH:8][C:7]=1B1OC(C)(C)C(C)(C)O1)(=O)C.Cl[C:37]1[CH:38]=[C:39]([NH:46][C:47]2[CH:52]=[CH:51][C:50]([N:53]3[CH2:58][CH2:57][N:56]([CH:59]4[CH2:62][O:61][CH2:60]4)[CH2:55][CH2:54]3)=[CH:49][N:48]=2)[C:40]2[N:41]([CH:43]=[CH:44][N:45]=2)[N:42]=1.C1(P(C2CCCCC2)C2CCCCC2)CCCCC1.C([O-])([O-])=O.[Cs+].[Cs+].